This data is from Catalyst prediction with 721,799 reactions and 888 catalyst types from USPTO. The task is: Predict which catalyst facilitates the given reaction. Reactant: CC([O-])(CC)C.[Na+].Cl[C:9]1[N:14]=[C:13]2[O:15][C:16]([C:22]3[CH:27]=[CH:26][C:25]([F:28])=[CH:24][CH:23]=3)=[C:17]([C:18](=[O:21])[NH:19][CH3:20])[C:12]2=[CH:11][C:10]=1[C:29]1[CH:30]=[N:31][C:32]([O:39][CH3:40])=[C:33]([CH:38]=1)[C:34]([O:36]C)=[O:35].[F:41][C:42]([F:46])([F:45])[CH2:43][NH2:44]. Product: [F:28][C:25]1[CH:26]=[CH:27][C:22]([C:16]2[O:15][C:13]3=[N:14][C:9]([NH:44][CH2:43][C:42]([F:46])([F:45])[F:41])=[C:10]([C:29]4[CH:30]=[N:31][C:32]([O:39][CH3:40])=[C:33]([CH:38]=4)[C:34]([OH:36])=[O:35])[CH:11]=[C:12]3[C:17]=2[C:18](=[O:21])[NH:19][CH3:20])=[CH:23][CH:24]=1. The catalyst class is: 12.